From a dataset of Catalyst prediction with 721,799 reactions and 888 catalyst types from USPTO. Predict which catalyst facilitates the given reaction. (1) Reactant: O[C:2](C(F)(F)F)=O.[CH2:8]([N:10]([CH:26]1[CH2:31][CH2:30][NH:29][CH2:28][CH2:27]1)[C:11]1[C:12]([CH3:25])=[C:13]([CH:18]=[C:19]([C:21]([F:24])([F:23])[F:22])[CH:20]=1)[C:14]([O:16][CH3:17])=[O:15])[CH3:9].C=O.C(O[BH-](OC(=O)C)OC(=O)C)(=O)C.[Na+].C([O-])(O)=O.[Na+]. Product: [CH2:8]([N:10]([CH:26]1[CH2:31][CH2:30][N:29]([CH3:2])[CH2:28][CH2:27]1)[C:11]1[C:12]([CH3:25])=[C:13]([CH:18]=[C:19]([C:21]([F:24])([F:23])[F:22])[CH:20]=1)[C:14]([O:16][CH3:17])=[O:15])[CH3:9]. The catalyst class is: 585. (2) Reactant: [Mg].C[Si](Cl)(C)C.[Cl:7][C:8]1[CH:9]=[C:10]([C:17]([CH3:26])([CH3:25])[CH2:18][C:19](=[O:24])[C:20](F)([F:22])[F:21])[C:11]2[O:15][CH2:14][CH2:13][C:12]=2[CH:16]=1. Product: [Cl:7][C:8]1[CH:9]=[C:10]([C:17]([CH3:26])([CH3:25])[CH2:18][C:19](=[O:24])[CH:20]([F:21])[F:22])[C:11]2[O:15][CH2:14][CH2:13][C:12]=2[CH:16]=1. The catalyst class is: 3.